Dataset: Catalyst prediction with 721,799 reactions and 888 catalyst types from USPTO. Task: Predict which catalyst facilitates the given reaction. Reactant: [CH3:1][C:2]([N:20]1[CH:24]=[N:23][N:22]=[N:21]1)([CH3:19])[CH2:3][O:4][C:5]1[CH:6]=[CH:7][C:8]([NH:11]C(=O)OC(C)(C)C)=[N:9][CH:10]=1.C(=O)([O-])O.[Na+]. Product: [CH3:19][C:2]([N:20]1[CH:24]=[N:23][N:22]=[N:21]1)([CH3:1])[CH2:3][O:4][C:5]1[CH:6]=[CH:7][C:8]([NH2:11])=[N:9][CH:10]=1. The catalyst class is: 89.